This data is from Full USPTO retrosynthesis dataset with 1.9M reactions from patents (1976-2016). The task is: Predict the reactants needed to synthesize the given product. Given the product [CH3:21][C:7]1[N:8]=[C:9]([C:11]2[CH:16]=[CH:15][C:14]([C:17]([F:20])([F:18])[F:19])=[CH:13][CH:12]=2)[S:10][C:6]=1[CH2:5][C:4]([OH:22])=[O:3], predict the reactants needed to synthesize it. The reactants are: C([O:3][C:4](=[O:22])[CH2:5][C:6]1[S:10][C:9]([C:11]2[CH:16]=[CH:15][C:14]([C:17]([F:20])([F:19])[F:18])=[CH:13][CH:12]=2)=[N:8][C:7]=1[CH3:21])C.[OH-].[Na+].